Dataset: Peptide-MHC class I binding affinity with 185,985 pairs from IEDB/IMGT. Task: Regression. Given a peptide amino acid sequence and an MHC pseudo amino acid sequence, predict their binding affinity value. This is MHC class I binding data. (1) The binding affinity (normalized) is 0.0847. The peptide sequence is RSTLANGWY. The MHC is HLA-B18:01 with pseudo-sequence HLA-B18:01. (2) The peptide sequence is FESYVRPFVA. The MHC is HLA-B18:01 with pseudo-sequence HLA-B18:01. The binding affinity (normalized) is 0.363. (3) The peptide sequence is EHVQGDIDL. The MHC is HLA-A03:01 with pseudo-sequence HLA-A03:01. The binding affinity (normalized) is 0.0847. (4) The peptide sequence is TMMRHRREL. The MHC is HLA-B48:01 with pseudo-sequence HLA-B48:01. The binding affinity (normalized) is 0.0847. (5) The peptide sequence is VHREWFMDL. The MHC is HLA-A02:19 with pseudo-sequence HLA-A02:19. The binding affinity (normalized) is 0.0847. (6) The peptide sequence is SYVFNFHKY. The MHC is HLA-B07:02 with pseudo-sequence HLA-B07:02. The binding affinity (normalized) is 0.0847. (7) The peptide sequence is TSAFNKKTFDH. The MHC is H-2-Db with pseudo-sequence H-2-Db. The binding affinity (normalized) is 0. (8) The peptide sequence is STSRSYMSF. The MHC is HLA-A30:01 with pseudo-sequence HLA-A30:01. The binding affinity (normalized) is 0.0847. (9) The peptide sequence is NQHNIIVEHL. The MHC is HLA-A02:01 with pseudo-sequence HLA-A02:01. The binding affinity (normalized) is 0. (10) The peptide sequence is DMDFDLNIFM. The MHC is HLA-A02:06 with pseudo-sequence HLA-A02:06. The binding affinity (normalized) is 0.207.